The task is: Predict the reactants needed to synthesize the given product.. This data is from Full USPTO retrosynthesis dataset with 1.9M reactions from patents (1976-2016). (1) Given the product [F:1][C:2]1[CH:3]=[C:4]([CH:5]=[CH:6][C:7]=1[CH:8]=[N:26][OH:27])[CH2:10][N:11]([CH3:19])[C:12](=[O:18])[O:13][C:14]([CH3:17])([CH3:16])[CH3:15], predict the reactants needed to synthesize it. The reactants are: [F:1][C:2]1[CH:3]=[C:4]([CH2:10][N:11]([CH3:19])[C:12](=[O:18])[O:13][C:14]([CH3:17])([CH3:16])[CH3:15])[CH:5]=[CH:6][C:7]=1[CH:8]=O.C([O-])(=O)C.[Na+].Cl.[NH2:26][OH:27]. (2) Given the product [CH:1]1([O:6][C:7](=[O:48])[C@@H:8]([NH2:40])[CH2:9][CH2:10][O:11][C:12]2[CH:13]=[C:14]3[C:19](=[CH:20][C:21]=2[O:22][CH3:23])[N:18]=[CH:17][CH:16]=[C:15]3[O:24][C:25]2[CH:26]=[CH:27][C:28]([NH:31][C:32](=[O:39])[C:33]3[CH:34]=[CH:35][CH:36]=[CH:37][CH:38]=3)=[CH:29][CH:30]=2)[CH2:2][CH2:3][CH2:4][CH2:5]1, predict the reactants needed to synthesize it. The reactants are: [CH:1]1([O:6][C:7](=[O:48])[C@@H:8]([NH:40]C(OC(C)(C)C)=O)[CH2:9][CH2:10][O:11][C:12]2[CH:13]=[C:14]3[C:19](=[CH:20][C:21]=2[O:22][CH3:23])[N:18]=[CH:17][CH:16]=[C:15]3[O:24][C:25]2[CH:30]=[CH:29][C:28]([NH:31][C:32](=[O:39])[C:33]3[CH:38]=[CH:37][CH:36]=[CH:35][CH:34]=3)=[CH:27][CH:26]=2)[CH2:5][CH2:4][CH2:3][CH2:2]1. (3) Given the product [CH2:1]1[O:24][C:23]2[CH:22]=[CH:21][C:5]([CH2:6][CH:7]3[C:16]4[C:11](=[C:12]([O:19][CH3:20])[CH:13]=[CH:14][C:15]=4[O:17][CH3:18])[CH2:10][CH2:9][N:8]3[CH2:26][C:27]([NH:30][CH2:31][C:32]3[NH:33][C:34]4[CH:40]=[CH:39][CH:38]=[CH:37][C:35]=4[N:36]=3)=[O:28])=[CH:4][C:3]=2[O:2]1, predict the reactants needed to synthesize it. The reactants are: [CH2:1]1[O:24][C:23]2[CH:22]=[CH:21][C:5]([CH2:6][CH:7]3[C:16]4[C:11](=[C:12]([O:19][CH3:20])[CH:13]=[CH:14][C:15]=4[O:17][CH3:18])[CH2:10][CH2:9][NH:8]3)=[CH:4][C:3]=2[O:2]1.Br[CH2:26][C:27](Br)=[O:28].[NH2:30][CH2:31][C:32]1[NH:33][C:34]2[CH:40]=[CH:39][CH:38]=[CH:37][C:35]=2[N:36]=1. (4) Given the product [CH3:1][C:2]1[C:6]2[C:12]3[CH:18]=[CH:17][CH:16]=[CH:15][C:13]=3[NH:14][CH2:8][CH2:7][C:5]=2[O:4][N:3]=1, predict the reactants needed to synthesize it. The reactants are: [CH3:1][C:2]1[CH:6]=[C:5]([CH2:7][C:8](O)=O)[O:4][N:3]=1.Br[C:12]1[CH:18]=[CH:17][CH:16]=[CH:15][C:13]=1[NH2:14]. (5) Given the product [CH2:4]=[C:3]1[CH2:17][CH2:16][N:15]([C:10]2[C:9]([N+:6]([O-:8])=[O:7])=[CH:14][CH:13]=[CH:12][N:11]=2)[CH2:1][CH2:2]1, predict the reactants needed to synthesize it. The reactants are: [CH2:1]([Li])[CH2:2][CH2:3][CH3:4].[N+:6]([C:9]1[C:10]([N:15]2CCC(=O)[CH2:17][CH2:16]2)=[N:11][CH:12]=[CH:13][CH:14]=1)([O-:8])=[O:7]. (6) Given the product [CH3:1][N:2]1[C:6]([N:7]2[C:11]3=[N:12][CH:13]=[C:14]([CH3:16])[CH:15]=[C:10]3[CH:9]=[CH:8]2)=[C:5](/[CH:17]=[CH:18]/[C:19]([NH:56][S:53]([CH2:48][CH2:49][CH2:50][CH2:51][CH3:52])(=[O:55])=[O:54])=[O:21])[C:4]([CH3:22])=[N:3]1, predict the reactants needed to synthesize it. The reactants are: [CH3:1][N:2]1[C:6]([N:7]2[C:11]3=[N:12][CH:13]=[C:14]([CH3:16])[CH:15]=[C:10]3[CH:9]=[CH:8]2)=[C:5](/[CH:17]=[CH:18]/[C:19]([OH:21])=O)[C:4]([CH3:22])=[N:3]1.CC1C=CC=C([N+]([O-])=O)C=1C(OC(=O)C1C([N+]([O-])=O)=CC=CC=1C)=O.[CH2:48]([S:53]([NH2:56])(=[O:55])=[O:54])[CH2:49][CH2:50][CH2:51][CH3:52].C(N(CC)CC)C. (7) Given the product [C:22]([C:19]1[CH:18]=[CH:17][C:16]([NH:15][CH:11]([C:4]2[CH:5]=[C:6]([O:9][CH3:10])[CH:7]=[CH:8][C:3]=2[O:2][CH3:1])[C:12]([OH:14])=[O:13])=[CH:21][CH:20]=1)(=[NH:23])[NH2:25], predict the reactants needed to synthesize it. The reactants are: [CH3:1][O:2][C:3]1[CH:8]=[CH:7][C:6]([O:9][CH3:10])=[CH:5][C:4]=1[CH:11]([NH:15][C:16]1[CH:21]=[CH:20][C:19](/[C:22](=[N:25]/[H])/[NH:23]O)=[CH:18][CH:17]=1)[C:12]([OH:14])=[O:13].O.